From a dataset of Full USPTO retrosynthesis dataset with 1.9M reactions from patents (1976-2016). Predict the reactants needed to synthesize the given product. (1) The reactants are: Br[C:2]1[CH:21]=[CH:20][C:5]([CH2:6][C:7]2[C:8]([CH2:18][CH3:19])=[N:9][N:10]3[C:15]([CH3:16])=[CH:14][C:13]([CH3:17])=[N:12][C:11]=23)=[CH:4][CH:3]=1.[C:22]([O:26][CH3:27])(=[O:25])[CH:23]=[CH2:24].C1(N(C2CCCCC2)C)CCCCC1. Given the product [CH3:27][O:26][C:22](=[O:25])/[CH:23]=[CH:24]/[C:2]1[CH:21]=[CH:20][C:5]([CH2:6][C:7]2[C:8]([CH2:18][CH3:19])=[N:9][N:10]3[C:15]([CH3:16])=[CH:14][C:13]([CH3:17])=[N:12][C:11]=23)=[CH:4][CH:3]=1, predict the reactants needed to synthesize it. (2) Given the product [CH3:33][C:29]1[C:30]([CH3:32])=[CH:31][C:17]2[N:16]([CH2:15][CH2:14][CH2:13][CH2:12][CH2:11][C:10]([NH:9][OH:8])=[O:34])[C:25]3[C:20]([C:21](=[O:27])[NH:22][C:23](=[O:26])[N:24]=3)=[N:19][C:18]=2[CH:28]=1, predict the reactants needed to synthesize it. The reactants are: C([O:8][NH:9][C:10](=[O:34])[CH2:11][CH2:12][CH2:13][CH2:14][CH2:15][N:16]1[C:25]2[C:20]([C:21](=[O:27])[NH:22][C:23](=[O:26])[N:24]=2)=[N:19][C:18]2[CH:28]=[C:29]([CH3:33])[C:30]([CH3:32])=[CH:31][C:17]1=2)C1C=CC=CC=1. (3) Given the product [F:8][C:9]1[CH:35]=[C:34]([F:36])[CH:33]=[CH:32][C:10]=1[O:11][CH:12]1[CH2:13][CH2:14][N:15]([C:18]2[N:19]=[C:20]3[CH2:31][CH2:30][N:29]([C:47](=[O:48])[CH2:46][O:45][CH3:44])[CH2:28][C:21]3=[N:22][C:23]=2[NH:24][CH:25]([CH3:27])[CH3:26])[CH2:16][CH2:17]1, predict the reactants needed to synthesize it. The reactants are: OC(C(F)(F)F)=O.[F:8][C:9]1[CH:35]=[C:34]([F:36])[CH:33]=[CH:32][C:10]=1[O:11][CH:12]1[CH2:17][CH2:16][N:15]([C:18]2[N:19]=[C:20]3[CH2:31][CH2:30][NH:29][CH2:28][C:21]3=[N:22][C:23]=2[NH:24][CH:25]([CH3:27])[CH3:26])[CH2:14][CH2:13]1.C(N(CC)CC)C.[CH3:44][O:45][CH2:46][C:47](Cl)=[O:48]. (4) Given the product [F:64][C:65]1[CH:70]=[C:69]([C@H:71]([OH:22])[C@@H:72]([OH:82])[CH3:73])[CH:68]=[C:67]([F:74])[C:66]=1[F:75], predict the reactants needed to synthesize it. The reactants are: CC[C@H]1[C@H]2C[C@H]([C@H](OC3C4C(=CC=CC=4)C(O[C@H](C4C=CN=C5C=4C=C(OC)C=C5)[C@@H]4N5C[C@H](CC)[C@@H](CC5)C4)=NN=3)C3C=CN=C4C=3C=C([O:22]C)C=C4)N(CC2)C1.CS(N)(=O)=O.[F:64][C:65]1[CH:70]=[C:69](/[CH:71]=[CH:72]/[CH3:73])[CH:68]=[C:67]([F:74])[C:66]=1[F:75].S([O-])([O-])=O.[Na+].[Na+].[OH2:82]. (5) Given the product [NH:14]1[C:22]2[C:17](=[CH:18][C:19]([CH2:23][NH:24][C:9]([C:6]3[CH:5]=[CH:4][C:3]([C:2]([F:1])([F:13])[F:12])=[CH:8][N:7]=3)=[O:11])=[CH:20][CH:21]=2)[CH:16]=[CH:15]1, predict the reactants needed to synthesize it. The reactants are: [F:1][C:2]([F:13])([F:12])[C:3]1[CH:4]=[CH:5][C:6]([C:9]([OH:11])=O)=[N:7][CH:8]=1.[NH:14]1[C:22]2[C:17](=[CH:18][C:19]([CH2:23][NH2:24])=[CH:20][CH:21]=2)[CH:16]=[CH:15]1.N. (6) Given the product [CH:5]([C:4]1[C:3]([CH3:12])=[C:2]([C:18]2[CH:19]=[CH:20][C:15]([C:13]#[N:14])=[CH:16][CH:17]=2)[CH:9]=[CH:8][C:7]=1[O:10][CH3:11])=[O:6], predict the reactants needed to synthesize it. The reactants are: Br[C:2]1[C:3]([CH3:12])=[C:4]([C:7]([O:10][CH3:11])=[CH:8][CH:9]=1)[CH:5]=[O:6].[C:13]([C:15]1[CH:20]=[CH:19][C:18](B(O)O)=[CH:17][CH:16]=1)#[N:14]. (7) Given the product [CH2:1]([O:3][C:4]([C:6]1([C@H:9]2[CH2:13][N:12]([C@H:14]([C:16]3[CH:21]=[CH:20][CH:19]=[CH:18][CH:17]=3)[CH3:15])[C:11](=[S:33])[C@H:10]2[F:23])[CH2:8][CH2:7]1)=[O:5])[CH3:2], predict the reactants needed to synthesize it. The reactants are: [CH2:1]([O:3][C:4]([C:6]1([C@H:9]2[CH2:13][N:12]([C@H:14]([C:16]3[CH:21]=[CH:20][CH:19]=[CH:18][CH:17]=3)[CH3:15])[C:11](=O)[C@H:10]2[F:23])[CH2:8][CH2:7]1)=[O:5])[CH3:2].COC1C=CC(P2(SP(C3C=CC(OC)=CC=3)(=S)S2)=[S:33])=CC=1. (8) Given the product [ClH:33].[CH:1]1([C:4]2[N:5]=[C:6]3[CH:11]=[CH:10][C:9]([NH:12][C:28](=[O:29])[C:27]4[CH:31]=[CH:32][C:24]([C:21]5[CH:22]=[CH:23][C:18]([F:17])=[CH:19][CH:20]=5)=[N:25][CH:26]=4)=[CH:8][N:7]3[C:15]=2[CH3:16])[CH2:3][CH2:2]1, predict the reactants needed to synthesize it. The reactants are: [CH:1]1([C:4]2[N:5]=[C:6]3[CH:11]=[CH:10][C:9]([N+:12]([O-])=O)=[CH:8][N:7]3[C:15]=2[CH3:16])[CH2:3][CH2:2]1.[F:17][C:18]1[CH:23]=[CH:22][C:21]([C:24]2[CH:32]=[CH:31][C:27]([C:28](O)=[O:29])=[CH:26][N:25]=2)=[CH:20][CH:19]=1.[ClH:33].C(OCC)(=O)C. (9) The reactants are: [Cl:1][C:2]1[C:7]2[CH:8]=[CH:9][S:10][C:6]=2[CH:5]=[N:4][CH:3]=1.C([Li])CCC.[I:16]I. Given the product [I:16][N:4]1[CH:5]=[C:6]2[S:10][CH2:9][CH:8]=[C:7]2[C:2]([Cl:1])=[CH:3]1, predict the reactants needed to synthesize it. (10) Given the product [Cl:20][C:7]1[CH:6]=[C:5]([C:10]2[CH:11]=[C:12]([CH:17]=[CH:18][N:19]=2)[C:13]([O:15][CH3:16])=[O:14])[CH:4]=[C:3]([C:1]#[N:2])[C:8]=1[OH:9], predict the reactants needed to synthesize it. The reactants are: [C:1]([C:3]1[CH:4]=[C:5]([C:10]2[CH:11]=[C:12]([CH:17]=[CH:18][N:19]=2)[C:13]([O:15][CH3:16])=[O:14])[CH:6]=[CH:7][C:8]=1[OH:9])#[N:2].[Cl:20]N1C(=O)CCC1=O.